Dataset: Full USPTO retrosynthesis dataset with 1.9M reactions from patents (1976-2016). Task: Predict the reactants needed to synthesize the given product. (1) Given the product [F:1][C:2]([F:11])([C:5]1[CH:6]=[CH:7][CH:8]=[CH:9][CH:10]=1)/[C:3](=[N:13]/[OH:14])/[NH2:4], predict the reactants needed to synthesize it. The reactants are: [F:1][C:2]([F:11])([C:5]1[CH:10]=[CH:9][CH:8]=[CH:7][CH:6]=1)[C:3]#[N:4].Cl.[NH2:13][OH:14].C(=O)([O-])[O-].[Na+].[Na+]. (2) Given the product [OH:12][C:7]1[CH:8]=[CH:9][CH:10]=[C:11]2[C:6]=1[CH2:5][CH2:4][N:3]([C:13]([O:15][C:16]([CH3:19])([CH3:18])[CH3:17])=[O:14])[CH2:2]2, predict the reactants needed to synthesize it. The reactants are: Cl.[CH2:2]1[C:11]2[CH:10]=[CH:9][CH:8]=[C:7]([OH:12])[C:6]=2[CH2:5][CH2:4][NH:3]1.[C:13](O[C:13]([O:15][C:16]([CH3:19])([CH3:18])[CH3:17])=[O:14])([O:15][C:16]([CH3:19])([CH3:18])[CH3:17])=[O:14].[OH-].[Na+]. (3) Given the product [CH:29]1([CH2:28][O:1][C:2]2[CH:3]=[C:4]([C:8]34[CH2:15][CH2:14][C:11]([CH2:16][CH2:17][O:18][CH2:19][C:20]([OH:22])=[O:21])([CH2:12][CH2:13]3)[CH2:10][O:9]4)[CH:5]=[CH:6][CH:7]=2)[CH2:34][CH2:33][CH2:32][CH2:31][CH2:30]1, predict the reactants needed to synthesize it. The reactants are: [OH:1][C:2]1[CH:3]=[C:4]([C:8]23[CH2:15][CH2:14][C:11]([CH2:16][CH2:17][O:18][CH2:19][C:20]([O:22]C(C)(C)C)=[O:21])([CH2:12][CH2:13]2)[CH2:10][O:9]3)[CH:5]=[CH:6][CH:7]=1.Br[CH2:28][CH:29]1[CH2:34][CH2:33][CH2:32][CH2:31][CH2:30]1. (4) Given the product [F:2][C:3]1[CH:8]=[C:7]2[C:6](=[CH:5][CH:4]=1)[NH:9][C:19]1[CH2:20][CH2:21][CH:16]([C:14]([OH:15])=[O:13])[CH2:17][C:18]2=1.[CH2:23]([O:25][CH2:26][CH:28]1[CH2:33][CH2:32][C:31]2[C:7]3[C:6](=[CH:5][CH:4]=[C:3]([F:2])[CH:8]=3)[NH:9][C:30]=2[CH2:29]1)[CH3:24], predict the reactants needed to synthesize it. The reactants are: Cl.[F:2][C:3]1[CH:8]=[CH:7][C:6]([NH:9]N)=[CH:5][CH:4]=1.C([O:13][C:14]([CH:16]1[CH2:21][CH2:20][C:19](=O)[CH2:18][CH2:17]1)=[O:15])C.[CH2:23]([O:25][C:26]([CH:28]1[CH2:33][CH2:32][CH2:31][C:30](=O)[CH2:29]1)=O)[CH3:24].